This data is from Experimentally validated miRNA-target interactions with 360,000+ pairs, plus equal number of negative samples. The task is: Binary Classification. Given a miRNA mature sequence and a target amino acid sequence, predict their likelihood of interaction. The miRNA is mmu-miR-130a-3p with sequence CAGUGCAAUGUUAAAAGGGCAU. The protein sequence of the target gene is MKSNQERSNECLPPKKREIPATSRPSEEKATALPSDNHCVEGVAWLPSTPGIRGHGGGRHGSAGTSGEHGLQGMGLHKALSAGLDYSPPSAPRSVPTANTLPTVYPPPQSGTPVSPVQYAHLSHTFQFIGSSQYSGPYAGFIPSQLISPSGNPVTSAVASAAGATTPSQRSQLEAYSTLLANMGSLSQAPGHKVEPPPQQHLSRAAGLVNPGSPPPPTQQNQYIHISSSPQSSGRATSPPPIPVHLHPHQTMIPHTLTLGPSSQVVVQYSDAGGHFVPRESTKKAESSRLQQAMQAKEVL.... Result: 1 (interaction).